Dataset: Reaction yield outcomes from USPTO patents with 853,638 reactions. Task: Predict the reaction yield, written as a fraction of the theoretical maximum amount of product (1.0 means a 100% yield; for example, 0.34 means a 34% yield). (1) The reactants are O[CH2:2][C:3]1[N:8]=[C:7]([C:9]#[N:10])[C:6]([CH3:11])=[CH:5][CH:4]=1.S(Cl)([Cl:14])=O. The catalyst is ClCCl. The product is [Cl:14][CH2:2][C:3]1[N:8]=[C:7]([C:9]#[N:10])[C:6]([CH3:11])=[CH:5][CH:4]=1. The yield is 0.960. (2) No catalyst specified. The reactants are [CH2:1]([N:8]1[CH2:31][CH:30]([C:32]([OH:34])=O)[O:29][C:10]2([CH2:15][CH2:14][N:13]([C:16](=[O:28])[C:17]3[CH:22]=[CH:21][C:20]([O:23][CH:24]([CH3:26])[CH3:25])=[C:19]([CH3:27])[CH:18]=3)[CH2:12][CH2:11]2)[CH2:9]1)[C:2]1[CH:7]=[CH:6][CH:5]=[CH:4][CH:3]=1.[NH2:35][CH2:36][C:37](=[O:39])[CH3:38].C(P1(=O)OP(CCC)(=O)OP(CCC)(=O)O1)CC.CC1CCCO1. The product is [CH2:36]([NH:35][C:32]([CH:30]1[O:29][C:10]2([CH2:11][CH2:12][N:13]([C:16](=[O:28])[C:17]3[CH:22]=[CH:21][C:20]([O:23][CH:24]([CH3:25])[CH3:26])=[C:19]([CH3:27])[CH:18]=3)[CH2:14][CH2:15]2)[CH2:9][N:8]([CH2:1][C:2]2[CH:7]=[CH:6][CH:5]=[CH:4][CH:3]=2)[CH2:31]1)=[O:34])[C:37]([CH3:38])=[O:39]. The yield is 0.410. (3) The reactants are [O:1]1[CH2:5][CH2:4][O:3][CH:2]1[C:6]1[C:11]([CH3:12])=[CH:10][C:9]([NH2:13])=[C:8]([CH3:14])[CH:7]=1.ClCCl.C(N(C(C)C)CC)(C)C.[C:27](Cl)(=[O:30])[CH:28]=[CH2:29]. The catalyst is O. The product is [O:1]1[CH2:5][CH2:4][O:3][CH:2]1[C:6]1[C:11]([CH3:12])=[CH:10][C:9]([NH:13][C:27](=[O:30])[CH:28]=[CH2:29])=[C:8]([CH3:14])[CH:7]=1. The yield is 0.970. (4) The reactants are Cl.Cl.[N:3]1[CH:8]=[CH:7][CH:6]=[CH:5][C:4]=1[C@H:9]([NH2:11])[CH3:10].C(N(CC)C(C)C)(C)C.[F:21][C:22]1[CH:30]=[C:29]2[C:25]([C:26]([C:32]3[N:33]=[C:34]4[C:40]([C:41](O)=[O:42])=[CH:39][N:38]([CH2:44][O:45][CH2:46][CH2:47][Si:48]([CH3:51])([CH3:50])[CH3:49])[C:35]4=[N:36][CH:37]=3)=[N:27][N:28]2[CH3:31])=[CH:24][CH:23]=1.CN(C(ON1N=NC2C=CC=NC1=2)=[N+](C)C)C.F[P-](F)(F)(F)(F)F. The catalyst is CN(C=O)C. The product is [N:3]1[CH:8]=[CH:7][CH:6]=[CH:5][C:4]=1[C@H:9]([NH:11][C:41]([C:40]1[C:34]2[C:35](=[N:36][CH:37]=[C:32]([C:26]3[C:25]4[C:29](=[CH:30][C:22]([F:21])=[CH:23][CH:24]=4)[N:28]([CH3:31])[N:27]=3)[N:33]=2)[N:38]([CH2:44][O:45][CH2:46][CH2:47][Si:48]([CH3:51])([CH3:50])[CH3:49])[CH:39]=1)=[O:42])[CH3:10]. The yield is 0.950.